Dataset: Forward reaction prediction with 1.9M reactions from USPTO patents (1976-2016). Task: Predict the product of the given reaction. (1) Given the reactants [NH2:1][C:2]1[N:7]=[C:6](O)[C:5]([N+:9]([O-:11])=[O:10])=[CH:4][N:3]=1.P(Cl)(Cl)([Cl:14])=O, predict the reaction product. The product is: [NH2:1][C:2]1[N:7]=[C:6]([Cl:14])[C:5]([N+:9]([O-:11])=[O:10])=[CH:4][N:3]=1. (2) The product is: [CH3:58][O:59][C:60]([C:62]1([NH:67][C:19]([C:10]2[CH:11]=[CH:12][C:13]3[C:18](=[CH:17][CH:16]=[CH:15][CH:14]=3)[C:9]=2[O:8][CH2:7][C:6]2[CH:22]=[CH:23][C:3]([C:2]([F:1])([F:25])[F:24])=[CH:4][CH:5]=2)=[O:20])[CH2:66][CH:65]=[CH:64][CH2:63]1)=[O:61]. Given the reactants [F:1][C:2]([F:25])([F:24])[C:3]1[CH:23]=[CH:22][C:6]([CH2:7][O:8][C:9]2[C:18]3[C:13](=[CH:14][CH:15]=[CH:16][CH:17]=3)[CH:12]=[CH:11][C:10]=2[C:19](O)=[O:20])=[CH:5][CH:4]=1.ON1C2C=CC=CC=2N=N1.Cl.C(N=C=NCCCN(C)C)C.C(N(CC)C(C)C)(C)C.Cl.[CH3:58][O:59][C:60]([C:62]1([NH2:67])[CH2:66][CH:65]=[CH:64][CH2:63]1)=[O:61], predict the reaction product. (3) Given the reactants C(N[C@@H:5]1[C@@H:18]([O:19][CH2:20]C(O)=O)[C@H:17]([O:24][CH2:25][C:26]2[CH:31]=[CH:30][CH:29]=[CH:28][CH:27]=2)[C@@H:16]([CH2:32][O:33][CH2:34][C:35]2[CH:40]=[CH:39][CH:38]=[CH:37][CH:36]=2)[O:15][C@@H:6]1[O:7][CH2:8][C:9]1[CH:14]=[CH:13][CH:12]=[CH:11][CH:10]=1)(=O)C.ClCCl.C[OH:45].[N+:46](=[CH2:48])=[N-].[C:49]([OH:52])(=O)[CH3:50].C([O:55][CH2:56]C)C, predict the reaction product. The product is: [C:49]([NH:46][C@@H:48]1[C@@H:18]([O:19][C:20]([O:55][CH3:56])=[O:45])[C@H:17]([O:24][CH2:25][C:26]2[CH:31]=[CH:30][CH:29]=[CH:28][CH:27]=2)[C@@H:16]([CH2:32][O:33][CH2:34][C:35]2[CH:36]=[CH:37][CH:38]=[CH:39][CH:40]=2)[O:15][C@:6]1([CH3:5])[O:7][CH2:8][C:9]1[CH:14]=[CH:13][CH:12]=[CH:11][CH:10]=1)(=[O:52])[CH3:50]. (4) Given the reactants [C:1]([CH2:3][C:4]([NH:6][NH2:7])=[O:5])#[N:2].O/[C:9](/[CH3:19])=[CH:10]\[C:11](=O)[CH2:12][CH:13]([O:16][CH3:17])[O:14][CH3:15].C(NCC)C, predict the reaction product. The product is: [NH2:7][N:6]1[C:11]([CH2:12][CH:13]([O:16][CH3:17])[O:14][CH3:15])=[CH:10][C:9]([CH3:19])=[C:3]([C:1]#[N:2])[C:4]1=[O:5]. (5) Given the reactants [CH2:1]([N:3]([CH2:27][CH3:28])[CH2:4][CH2:5][O:6][C:7]1[CH:12]=[CH:11][CH:10]=[C:9]([C:13]2[N:14]=[N:15][C:16]([N:19]3[CH2:26][CH:25]4[CH:21]([CH2:22][NH:23][CH2:24]4)[CH2:20]3)=[CH:17][CH:18]=2)[CH:8]=1)[CH3:2].[C:29]([OH:38])(=[O:37])[C@@H:30]([C@H:32]([C:34]([OH:36])=[O:35])[OH:33])[OH:31], predict the reaction product. The product is: [C:34]([C@@H:32]([C@H:30]([C:29]([OH:38])=[O:37])[OH:31])[OH:33])([OH:36])=[O:35].[C:34]([C@@H:32]([C@H:30]([C:29]([OH:38])=[O:37])[OH:31])[OH:33])([OH:36])=[O:35].[CH2:27]([N:3]([CH2:1][CH3:2])[CH2:4][CH2:5][O:6][C:7]1[CH:12]=[CH:11][CH:10]=[C:9]([C:13]2[N:14]=[N:15][C:16]([N:19]3[CH2:20][CH:21]4[CH:25]([CH2:24][NH:23][CH2:22]4)[CH2:26]3)=[CH:17][CH:18]=2)[CH:8]=1)[CH3:28].